This data is from Full USPTO retrosynthesis dataset with 1.9M reactions from patents (1976-2016). The task is: Predict the reactants needed to synthesize the given product. Given the product [Si:13]([O:11][C:10](=[O:12])[CH2:9][N:4]([CH2:5][C:6]([OH:8])=[O:7])[CH2:3][CH2:2][OH:1])([C:16]([CH3:19])([CH3:18])[CH3:17])([CH3:15])[CH3:14], predict the reactants needed to synthesize it. The reactants are: [OH:1][CH2:2][CH2:3][N:4]([CH2:9][C:10]([OH:12])=[O:11])[CH2:5][C:6]([OH:8])=[O:7].[Si:13](Cl)([C:16]([CH3:19])([CH3:18])[CH3:17])([CH3:15])[CH3:14].N12CCCN=C1CCCCC2.